This data is from Reaction yield outcomes from USPTO patents with 853,638 reactions. The task is: Predict the reaction yield, written as a fraction of the theoretical maximum amount of product (1.0 means a 100% yield; for example, 0.34 means a 34% yield). (1) The reactants are [H-].[Al+3].[Li+].[H-].[H-].[H-].[Cl-].[Al+3].[Cl-].[Cl-].[Cl:11][C:12]1[CH:25]=[CH:24][CH:23]=[CH:22][C:13]=1[O:14][C:15]1[S:19][C:18]([C:20]#[N:21])=[CH:17][CH:16]=1.N.S([O-])([O-])(=O)=O.[Mg+2]. The catalyst is O1CCCC1. The product is [Cl:11][C:12]1[CH:25]=[CH:24][CH:23]=[CH:22][C:13]=1[O:14][C:15]1[S:19][C:18]([CH2:20][NH2:21])=[CH:17][CH:16]=1. The yield is 1.00. (2) The reactants are [CH:1]1[C:10]2[C:5](=[CH:6][C:7]([C:11]3[S:15][C:14]([NH:16][C:17](=O)OC(C)(C)C)=[N:13][CH:12]=3)=[CH:8][CH:9]=2)[CH:4]=[N:3][N:2]=1.C([O-])([O-])=O.[Cs+].[Cs+].[F:30][C:31]([F:55])([F:54])[C:32]1[CH:53]=[CH:52][C:35]([CH2:36][CH:37]2C[N:38]2S(C2C=CC([N+]([O-])=O)=CC=2)(=O)=O)=[CH:34][CH:33]=1.C([O-])([O-])=O.[K+].[K+].SC(O)C. The catalyst is CN(C=O)C. The product is [NH2:38][C@@H:37]([CH2:36][C:35]1[CH:34]=[CH:33][C:32]([C:31]([F:30])([F:54])[F:55])=[CH:53][CH:52]=1)[CH2:17][NH:16][C:14]1[S:15][C:11]([C:7]2[CH:6]=[C:5]3[C:10](=[CH:9][CH:8]=2)[CH:1]=[N:2][N:3]=[CH:4]3)=[CH:12][N:13]=1. The yield is 0.190.